Dataset: Forward reaction prediction with 1.9M reactions from USPTO patents (1976-2016). Task: Predict the product of the given reaction. (1) Given the reactants [Cl:1][C:2]1[CH:7]=[CH:6][C:5]([N:8]([C@H:12]2[C:21]3[C:16](=[CH:17][CH:18]=[CH:19][CH:20]=3)[N:15]([C:22](=[O:30])[C:23]3[CH:28]=[CH:27][C:26]([OH:29])=[CH:25][CH:24]=3)[C@@H:14]([CH3:31])[CH2:13]2)[C:9](=[O:11])[CH3:10])=[CH:4][CH:3]=1.C([O-])([O-])=O.[Cs+].[Cs+].[CH2:38]([O:40][C:41](=[O:45])[CH:42](Br)[F:43])[CH3:39], predict the reaction product. The product is: [CH2:38]([O:40][C:41](=[O:45])[C@@H:42]([O:29][C:26]1[CH:25]=[CH:24][C:23]([C:22]([N:15]2[C:16]3[C:21](=[CH:20][CH:19]=[CH:18][CH:17]=3)[C@H:12]([N:8]([C:9](=[O:11])[CH3:10])[C:5]3[CH:4]=[CH:3][C:2]([Cl:1])=[CH:7][CH:6]=3)[CH2:13][CH:14]2[CH3:31])=[O:30])=[CH:28][CH:27]=1)[F:43])[CH3:39]. (2) Given the reactants [C:1]([C:3]1[CH:8]=[CH:7][C:6]([F:9])=[C:5]([F:10])[CH:4]=1)#[CH:2].Cl[C:12]([O:14]C)=[O:13].C1(C)C=CC(C#CC(O)=O)=CC=1, predict the reaction product. The product is: [F:10][C:5]1[CH:4]=[C:3]([C:1]#[C:2][C:12]([OH:14])=[O:13])[CH:8]=[CH:7][C:6]=1[F:9].